This data is from Forward reaction prediction with 1.9M reactions from USPTO patents (1976-2016). The task is: Predict the product of the given reaction. (1) Given the reactants [H-].[Na+].[NH:3]1[C:7]2=[N:8][CH:9]=[CH:10][CH:11]=[C:6]2[CH:5]=[CH:4]1.Cl[C:13]1[CH:22]=[CH:21][C:20]2[C:15](=[CH:16][CH:17]=[CH:18][CH:19]=2)[N:14]=1, predict the reaction product. The product is: [N:14]1[C:15]2[C:20](=[CH:19][CH:18]=[CH:17][CH:16]=2)[CH:21]=[CH:22][C:13]=1[N:3]1[C:7]2=[N:8][CH:9]=[CH:10][CH:11]=[C:6]2[CH:5]=[CH:4]1. (2) Given the reactants C1(N)C(F)=C(F)C(F)=C(N)C=1F.[ClH:13].Cl.[NH2:15][CH:16]1[CH2:21][CH2:20][N:19]([CH2:22][CH:23]2[C:33]3=[C:34]4[C:29](=[CH:30][CH:31]=[CH:32]3)[CH:28]=[CH:27][C:26](=[O:35])[N:25]4[CH2:24]2)[CH2:18][CH2:17]1.C(N(CC)CC)C.[O:43]=[C:44]1[CH2:49][S:48][C:47]2[CH:50]=[CH:51][C:52]([CH:54]=O)=[N:53][C:46]=2[NH:45]1.C(O[BH-](OC(=O)C)OC(=O)C)(=O)C.[Na+], predict the reaction product. The product is: [ClH:13].[O:43]=[C:44]1[CH2:49][S:48][C:47]2[CH:50]=[CH:51][C:52]([CH2:54][NH:15][CH:16]3[CH2:21][CH2:20][N:19]([CH2:22][CH:23]4[C:33]5=[C:34]6[C:29](=[CH:30][CH:31]=[CH:32]5)[CH:28]=[CH:27][C:26](=[O:35])[N:25]6[CH2:24]4)[CH2:18][CH2:17]3)=[N:53][C:46]=2[NH:45]1. (3) Given the reactants Cl[C:2]1[CH:7]=[C:6]([Cl:8])[N:5]=[CH:4][N:3]=1.[F:9][C:10]1[CH:15]=[C:14]([N+:16]([O-:18])=[O:17])[CH:13]=[CH:12][C:11]=1[OH:19], predict the reaction product. The product is: [Cl:8][C:6]1[CH:7]=[C:2]([O:19][C:11]2[CH:12]=[CH:13][C:14]([N+:16]([O-:18])=[O:17])=[CH:15][C:10]=2[F:9])[N:3]=[CH:4][N:5]=1. (4) Given the reactants [Br:1][C:2]1[CH:7]=[CH:6][C:5]([C@H:8]([NH:17][C@@H:18]([CH2:22][CH:23]([CH3:25])[CH3:24])[C:19](O)=[O:20])[C:9]2[CH:14]=[CH:13][C:12]([F:15])=[CH:11][C:10]=2[F:16])=[CH:4][CH:3]=1.[NH2:26][CH2:27][C:28]#[N:29], predict the reaction product. The product is: [C:27]([CH2:28][NH:29][C:19](=[O:20])[C@@H:18]([NH:17][C@@H:8]([C:5]1[CH:4]=[CH:3][C:2]([Br:1])=[CH:7][CH:6]=1)[C:9]1[CH:14]=[CH:13][C:12]([F:15])=[CH:11][C:10]=1[F:16])[CH2:22][CH:23]([CH3:24])[CH3:25])#[N:26]. (5) Given the reactants [F:1][C:2]([F:30])([F:29])[C:3]1[CH:4]=[C:5]([C@H:13]2[O:17][C:16](=[O:18])[N:15]([CH2:19][C:20]3[C:25]([Br:26])=[CH:24][CH:23]=[C:22](Cl)[N:21]=3)[C@H:14]2[CH3:28])[CH:6]=[C:7]([C:9]([F:12])([F:11])[F:10])[CH:8]=1.Cl.[F:32][C:33]1([F:37])[CH2:36][NH:35][CH2:34]1.C(=O)(O)[O-].[Na+].CS(C)=O, predict the reaction product. The product is: [F:1][C:2]([F:30])([F:29])[C:3]1[CH:4]=[C:5]([C@H:13]2[O:17][C:16](=[O:18])[N:15]([CH2:19][C:20]3[C:25]([Br:26])=[CH:24][CH:23]=[C:22]([N:35]4[CH2:36][C:33]([F:37])([F:32])[CH2:34]4)[N:21]=3)[C@H:14]2[CH3:28])[CH:6]=[C:7]([C:9]([F:12])([F:11])[F:10])[CH:8]=1.